Task: Predict the product of the given reaction.. Dataset: Forward reaction prediction with 1.9M reactions from USPTO patents (1976-2016) (1) Given the reactants [CH2:1]([NH:3][CH2:4][C:5]1[CH:10]=[C:9]([N:11]2[CH:15]=[CH:14][CH:13]=[N:12]2)[CH:8]=[CH:7][C:6]=1[I:16])[CH3:2].[CH:17]1([C:20](Cl)=[O:21])[CH2:19][CH2:18]1, predict the reaction product. The product is: [CH2:1]([N:3]([CH2:4][C:5]1[CH:10]=[C:9]([N:11]2[CH:15]=[CH:14][CH:13]=[N:12]2)[CH:8]=[CH:7][C:6]=1[I:16])[C:20]([CH:17]1[CH2:19][CH2:18]1)=[O:21])[CH3:2]. (2) Given the reactants [Cl:1][C:2]1[N:7]=[CH:6][C:5]2[C:8](=[O:30])[NH:9][N:10]([C:11]([C:24]3[CH:29]=[CH:28][CH:27]=[CH:26][CH:25]=3)([C:18]3[CH:23]=[CH:22][CH:21]=[CH:20][CH:19]=3)[C:12]3[CH:17]=[CH:16][CH:15]=[CH:14][CH:13]=3)[C:4]=2[CH:3]=1.[C:31]([O-])([O-])=O.[K+].[K+].IC.O, predict the reaction product. The product is: [Cl:1][C:2]1[N:7]=[CH:6][C:5]2[C:8]([O:30][CH3:31])=[N:9][N:10]([C:11]([C:18]3[CH:23]=[CH:22][CH:21]=[CH:20][CH:19]=3)([C:12]3[CH:13]=[CH:14][CH:15]=[CH:16][CH:17]=3)[C:24]3[CH:25]=[CH:26][CH:27]=[CH:28][CH:29]=3)[C:4]=2[CH:3]=1.